This data is from Full USPTO retrosynthesis dataset with 1.9M reactions from patents (1976-2016). The task is: Predict the reactants needed to synthesize the given product. (1) Given the product [CH2:33]([O:35][C:36]([C:38]1[C:42]([CH:43]=[CH:2][C:3]2[CH:4]=[CH:5][CH:6]=[CH:7][CH:8]=2)=[CH:41][S:40][C:39]=1[NH:45][C:46]([O:48][C:49]([CH3:50])([CH3:52])[CH3:51])=[O:47])=[O:37])[CH3:34], predict the reactants needed to synthesize it. The reactants are: [Br-].[CH2:2]([P+](C1C=CC=CC=1)(C1C=CC=CC=1)C1C=CC=CC=1)[C:3]1[CH:8]=[CH:7][CH:6]=[CH:5][CH:4]=1.C([Li])CCC.[CH2:33]([O:35][C:36]([C:38]1[C:42]([CH:43]=O)=[CH:41][S:40][C:39]=1[NH:45][C:46]([O:48][C:49]([CH3:52])([CH3:51])[CH3:50])=[O:47])=[O:37])[CH3:34]. (2) Given the product [N:49]1[C:50]([C:58]2[CH:59]=[C:60]([NH:64][C:22]([C:17]3[C:18](=[O:21])[O:19][C:20]4[C:15]([CH:16]=3)=[CH:14][CH:13]=[CH:12][C:11]=4[F:10])=[O:24])[CH:61]=[CH:62][CH:63]=2)=[CH:51][N:52]2[CH:57]=[CH:56][CH:55]=[CH:54][C:53]=12, predict the reactants needed to synthesize it. The reactants are: CCN(C(C)C)C(C)C.[F:10][C:11]1[CH:12]=[CH:13][CH:14]=[C:15]2[C:20]=1[O:19][C:18](=[O:21])[C:17]([C:22]([OH:24])=O)=[CH:16]2.CN(C(ON1N=NC2C=CC=NC1=2)=[N+](C)C)C.F[P-](F)(F)(F)(F)F.[N:49]1[C:50]([C:58]2[CH:59]=[C:60]([NH2:64])[CH:61]=[CH:62][CH:63]=2)=[CH:51][N:52]2[CH:57]=[CH:56][CH:55]=[CH:54][C:53]=12. (3) Given the product [F:19][C:20]1[CH:25]=[CH:24][CH:23]=[CH:22][C:21]=1[CH:26]1[CH2:35][CH2:34][C:33]2[C:28](=[CH:29][CH:30]=[C:31]([OH:37])[CH:32]=2)[O:27]1, predict the reactants needed to synthesize it. The reactants are: FC1C=C(C2CCC3C(=CC=C(O)C=3)O2)C=CC=1.[F:19][C:20]1[CH:25]=[CH:24][CH:23]=[CH:22][C:21]=1[CH:26]1[CH2:35][CH:34](O)[C:33]2[C:28](=[CH:29][CH:30]=[C:31]([OH:37])[CH:32]=2)[O:27]1. (4) Given the product [CH3:33][O:34][C:35]1[CH:36]=[C:37]([C:4]2[N:5]=[C:6]3[CH:11]=[N:10][C:9]([C:12]4[CH2:17][CH2:16][N:15]([C:18]([O:20][C:21]([CH3:22])([CH3:24])[CH3:23])=[O:19])[CH2:14][CH:13]=4)=[CH:8][N:7]3[C:2](=[O:1])[CH:3]=2)[CH:38]=[CH:39][C:40]=1[O:41][CH3:42], predict the reactants needed to synthesize it. The reactants are: [O:1]=[C:2]1[N:7]2[CH:8]=[C:9]([C:12]3[CH2:17][CH2:16][N:15]([C:18]([O:20][C:21]([CH3:24])([CH3:23])[CH3:22])=[O:19])[CH2:14][CH:13]=3)[N:10]=[CH:11][C:6]2=[N:5][C:4](OS(C(F)(F)F)(=O)=O)=[CH:3]1.[CH3:33][O:34][C:35]1[CH:36]=[C:37](B(O)O)[CH:38]=[CH:39][C:40]=1[O:41][CH3:42].[O-]P([O-])([O-])=O.[K+].[K+].[K+].